Dataset: Forward reaction prediction with 1.9M reactions from USPTO patents (1976-2016). Task: Predict the product of the given reaction. (1) Given the reactants C(OC(N1C[C@H](O)C[C@@H]1C(O)=O)=O)(C)(C)C.[CH2:17]([N:20]([CH2:33][CH2:34][CH3:35])[C:21]([C:23]1[CH:24]=[C:25]([CH:30]=[CH:31][CH:32]=1)[C:26]([O:28]C)=[O:27])=[O:22])[CH2:18][CH3:19].COC(C1C=C(C=CC=1)C(O)=O)=O.CN(C(ON1N=NC2C=CC=NC1=2)=[N+](C)C)C.F[P-](F)(F)(F)(F)F.C(NCCC)CC, predict the reaction product. The product is: [CH2:33]([N:20]([CH2:17][CH2:18][CH3:19])[C:21]([C:23]1[CH:24]=[C:25]([CH:30]=[CH:31][CH:32]=1)[C:26]([OH:28])=[O:27])=[O:22])[CH2:34][CH3:35]. (2) Given the reactants [Cl:1][C:2]1[CH:3]=[C:4]([NH:10][C:11]2[CH:16]=[CH:15][C:14]([N:17]3[CH2:22][CH2:21][NH:20][CH2:19][C@@H:18]3[CH3:23])=[CH:13][N:12]=2)[C:5](=[O:9])[N:6]([CH3:8])[N:7]=1.[O:24]1[CH2:27][C:26](=O)[CH2:25]1.[BH3-]C#N.[Na+].O, predict the reaction product. The product is: [Cl:1][C:2]1[CH:3]=[C:4]([NH:10][C:11]2[CH:16]=[CH:15][C:14]([N:17]3[CH2:22][CH2:21][N:20]([CH:26]4[CH2:27][O:24][CH2:25]4)[CH2:19][C@@H:18]3[CH3:23])=[CH:13][N:12]=2)[C:5](=[O:9])[N:6]([CH3:8])[N:7]=1. (3) Given the reactants Cl.C[O:3][C:4](=O)[CH:5]([NH2:16])[CH2:6][C:7]1[C:15]2[C:10](=[N:11][CH:12]=[CH:13][CH:14]=2)[NH:9][CH:8]=1.[H-].[H-].[H-].[H-].[Li+].[Al+3], predict the reaction product. The product is: [NH2:16][CH:5]([CH2:6][C:7]1[C:15]2[C:10](=[N:11][CH:12]=[CH:13][CH:14]=2)[NH:9][CH:8]=1)[CH2:4][OH:3]. (4) Given the reactants [C:1]([O:5][C:6]([NH:8][CH2:9][C@@H:10]([CH2:14][C:15]1[CH:20]=[C:19]([Cl:21])[CH:18]=[CH:17][C:16]=1[O:22][CH3:23])[C:11]([OH:13])=[O:12])=[O:7])([CH3:4])([CH3:3])[CH3:2].[C:24](C1NC=CN=1)(C1NC=CN=1)=O.CO.C(N(CC)CC)C, predict the reaction product. The product is: [C:1]([O:5][C:6]([NH:8][CH2:9][C@@H:10]([CH2:14][C:15]1[CH:20]=[C:19]([Cl:21])[CH:18]=[CH:17][C:16]=1[O:22][CH3:23])[C:11]([O:13][CH3:24])=[O:12])=[O:7])([CH3:4])([CH3:3])[CH3:2]. (5) Given the reactants [Cl:1][C:2]1[CH:10]=[CH:9][CH:8]=[C:7]2[C:3]=1[CH:4]=[CH:5][NH:6]2.[Cl:11][C:12]1[CH:19]=[C:18]([F:20])[CH:17]=[CH:16][C:13]=1[CH:14]=O.[CH2:21](Br)[C:22]1[CH:27]=[CH:26][CH:25]=[CH:24][CH:23]=1, predict the reaction product. The product is: [Cl:1][C:2]1[CH:10]=[CH:9][CH:8]=[C:7]2[C:3]=1[C:4]([CH:14]([C:4]1[C:3]3[C:7](=[CH:8][CH:9]=[CH:10][C:2]=3[Cl:1])[N:6]([CH2:4][C:3]3[CH:7]=[CH:8][CH:9]=[CH:10][CH:2]=3)[CH:5]=1)[C:13]1[CH:16]=[CH:17][C:18]([F:20])=[CH:19][C:12]=1[Cl:11])=[CH:5][N:6]2[CH2:21][C:22]1[CH:27]=[CH:26][CH:25]=[CH:24][CH:23]=1. (6) Given the reactants [Br:1][C:2]1[CH:3]=[CH:4][C:5]([F:12])=[C:6]([CH2:8][C:9]([OH:11])=[O:10])[CH:7]=1.S(=O)(=O)(O)O.[CH3:18]O, predict the reaction product. The product is: [CH3:18][O:10][C:9](=[O:11])[CH2:8][C:6]1[CH:7]=[C:2]([Br:1])[CH:3]=[CH:4][C:5]=1[F:12].